This data is from Catalyst prediction with 721,799 reactions and 888 catalyst types from USPTO. The task is: Predict which catalyst facilitates the given reaction. The catalyst class is: 30. Reactant: [CH2:1]([O:8][C:9]1[CH:10]=[CH:11][C:12]([OH:32])=[C:13]([CH:15]2[C:23]3[C:18](=[CH:19][CH:20]=[CH:21][CH:22]=3)[N:17]([CH2:24][C:25]3[S:26][C:27]([Cl:30])=[CH:28][CH:29]=3)[C:16]2=[O:31])[CH:14]=1)[C:2]1[CH:7]=[CH:6][CH:5]=[CH:4][CH:3]=1.[CH2:33]=[O:34].[OH-].[Na+]. Product: [CH2:1]([O:8][C:9]1[CH:10]=[CH:11][C:12]([OH:32])=[C:13]([C:15]2([CH2:33][OH:34])[C:23]3[C:18](=[CH:19][CH:20]=[CH:21][CH:22]=3)[N:17]([CH2:24][C:25]3[S:26][C:27]([Cl:30])=[CH:28][CH:29]=3)[C:16]2=[O:31])[CH:14]=1)[C:2]1[CH:7]=[CH:6][CH:5]=[CH:4][CH:3]=1.